Dataset: Full USPTO retrosynthesis dataset with 1.9M reactions from patents (1976-2016). Task: Predict the reactants needed to synthesize the given product. (1) The reactants are: [OH-].[K+].[Cl:3][C:4]1[CH:5]=[C:6]([N+:11]([O-:13])=[O:12])[CH:7]=[CH:8][C:9]=1F.[CH2:14]([OH:21])[C:15]1[CH:20]=[CH:19][CH:18]=[CH:17][CH:16]=1. Given the product [CH2:14]([O:21][C:9]1[CH:8]=[CH:7][C:6]([N+:11]([O-:13])=[O:12])=[CH:5][C:4]=1[Cl:3])[C:15]1[CH:20]=[CH:19][CH:18]=[CH:17][CH:16]=1, predict the reactants needed to synthesize it. (2) Given the product [C:1]([N:4]1[CH2:5][CH2:6][CH:7]([C:10]([N:12]2[CH2:17][CH2:16][C@@H:15]([N:18]([CH3:19])[C:39]([C:35]3[N:36]=[CH:37][O:38][C:34]=3[C:28]3[CH:29]=[CH:30][CH:31]=[CH:32][CH:33]=3)=[O:41])[C@H:14]([C:20]3[CH:25]=[CH:24][C:23]([Cl:26])=[C:22]([Cl:27])[CH:21]=3)[CH2:13]2)=[O:11])[CH2:8][CH2:9]1)(=[O:3])[CH3:2], predict the reactants needed to synthesize it. The reactants are: [C:1]([N:4]1[CH2:9][CH2:8][CH:7]([C:10]([N:12]2[CH2:17][CH2:16][C@@H:15]([NH:18][CH3:19])[C@H:14]([C:20]3[CH:25]=[CH:24][C:23]([Cl:26])=[C:22]([Cl:27])[CH:21]=3)[CH2:13]2)=[O:11])[CH2:6][CH2:5]1)(=[O:3])[CH3:2].[C:28]1([C:34]2[O:38][CH:37]=[N:36][C:35]=2[C:39]([OH:41])=O)[CH:33]=[CH:32][CH:31]=[CH:30][CH:29]=1. (3) Given the product [Br:1][C:2]1[CH:3]=[C:4]([C:9]2[O:13][N:12]=[CH:11][C:10]=2[CH2:14][OH:15])[CH:5]=[CH:6][C:7]=1[F:8], predict the reactants needed to synthesize it. The reactants are: [Br:1][C:2]1[CH:3]=[C:4]([C:9]2[O:13][N:12]=[CH:11][C:10]=2[C:14](OCC)=[O:15])[CH:5]=[CH:6][C:7]=1[F:8].[H-].C([Al+]CC(C)C)C(C)C.Cl. (4) Given the product [Cl:1][C:2]1[N:7]=[C:6]([N:13]([CH3:14])[CH3:12])[C:5]([CH3:9])=[C:4]([CH3:10])[N:3]=1, predict the reactants needed to synthesize it. The reactants are: [Cl:1][C:2]1[N:7]=[C:6](Cl)[C:5]([CH3:9])=[C:4]([CH3:10])[N:3]=1.C[CH2:12][N:13](C(C)C)[CH:14](C)C.CNC. (5) Given the product [Br:31][CH2:9][C:3]1[C:4]([CH3:8])=[N:5][N:6]([CH3:7])[C:2]=1[Cl:1], predict the reactants needed to synthesize it. The reactants are: [Cl:1][C:2]1[N:6]([CH3:7])[N:5]=[C:4]([CH3:8])[C:3]=1[CH2:9]O.C1(P(C2C=CC=CC=2)C2C=CC=CC=2)C=CC=CC=1.C(Br)(Br)(Br)[Br:31].